From a dataset of Forward reaction prediction with 1.9M reactions from USPTO patents (1976-2016). Predict the product of the given reaction. (1) Given the reactants F[C:2]1[C:3]([O:33][C@H:34]2[CH2:39][CH2:38][NH:37][CH2:36][C@H:35]2[F:40])=[C:4]([CH:7]=[C:8]([C:10]2[N:15]=[C:14]([NH:16][C:17]3[CH:22]=[CH:21][C:20]([N:23]4[CH2:28][CH2:27][N:26]([CH:29]5[CH2:32][O:31][CH2:30]5)[CH2:25][CH2:24]4)=[CH:19][CH:18]=3)[N:13]=[CH:12][N:11]=2)[CH:9]=1)[C:5]#[N:6].CN(C(ON1N=NC2C=CC=NC1=2)=[N+](C)C)C.F[P-](F)(F)(F)(F)F.[O:65]=[C:66]1[NH:70][C@H:69]([C:71](O)=[O:72])[CH2:68][S:67]1, predict the reaction product. The product is: [F:40][C@H:35]1[C@@H:34]([O:33][C:3]2[CH:2]=[CH:9][C:8]([C:10]3[N:15]=[C:14]([NH:16][C:17]4[CH:18]=[CH:19][C:20]([N:23]5[CH2:28][CH2:27][N:26]([CH:29]6[CH2:30][O:31][CH2:32]6)[CH2:25][CH2:24]5)=[CH:21][CH:22]=4)[N:13]=[CH:12][N:11]=3)=[CH:7][C:4]=2[C:5]#[N:6])[CH2:39][CH2:38][N:37]([C:71]([C@@H:69]2[CH2:68][S:67][C:66](=[O:65])[NH:70]2)=[O:72])[CH2:36]1. (2) The product is: [NH2:1][C:2]1[CH:7]=[C:6]([Cl:8])[CH:5]=[CH:4][C:3]=1[S:9][CH2:11][C:12]1[CH:21]=[CH:20][C:15]([C:16]([O:18][CH3:19])=[O:17])=[CH:14][CH:13]=1. Given the reactants [NH2:1][C:2]1[CH:7]=[C:6]([Cl:8])[CH:5]=[CH:4][C:3]=1[SH:9].Br[CH2:11][C:12]1[CH:21]=[CH:20][C:15]([C:16]([O:18][CH3:19])=[O:17])=[CH:14][CH:13]=1.C([O-])([O-])=O.[K+].[K+], predict the reaction product. (3) Given the reactants Cl.[Cl:2][C:3]1[C:12]2[C:7](=[CH:8][C:9]([N+:13]([O-:15])=[O:14])=[CH:10][CH:11]=2)[N:6]=[CH:5][N:4]=1.[F:16][C:17]1[CH:23]=[C:22]([CH3:24])[C:21]([O:25][C:26]([O:28][CH3:29])=[O:27])=[CH:20][C:18]=1[NH2:19], predict the reaction product. The product is: [ClH:2].[F:16][C:17]1[CH:23]=[C:22]([CH3:24])[C:21]([O:25][C:26]([O:28][CH3:29])=[O:27])=[CH:20][C:18]=1[NH:19][C:3]1[C:12]2[C:7](=[CH:8][C:9]([N+:13]([O-:15])=[O:14])=[CH:10][CH:11]=2)[N:6]=[CH:5][N:4]=1. (4) Given the reactants [O:1]1[C:6]2[CH:7]=[CH:8][C:9]([CH2:11][N:12]([CH:20]3[CH2:25][CH2:24][N:23]([CH2:26][CH2:27][N:28]4[C:37]5[C:32](=[CH:33][CH:34]=[C:35]([F:38])[CH:36]=5)[C:31]([Cl:39])=[CH:30][C:29]4=[O:40])[CH2:22][CH2:21]3)C(=O)OC(C)(C)C)=[CH:10][C:5]=2[O:4][CH2:3][CH2:2]1.Cl.C(OCC)(=O)C, predict the reaction product. The product is: [ClH:39].[O:1]1[C:6]2[CH:7]=[CH:8][C:9]([CH2:11][NH:12][CH:20]3[CH2:21][CH2:22][N:23]([CH2:26][CH2:27][N:28]4[C:37]5[C:32](=[CH:33][CH:34]=[C:35]([F:38])[CH:36]=5)[C:31]([Cl:39])=[CH:30][C:29]4=[O:40])[CH2:24][CH2:25]3)=[CH:10][C:5]=2[O:4][CH2:3][CH2:2]1. (5) Given the reactants O.[N+:2]([C:5]1[CH:10]=[CH:9][C:8]([N:11]2[CH2:15][CH2:14][CH2:13][S:12]2(=[O:17])=[O:16])=[CH:7][CH:6]=1)([O-])=O, predict the reaction product. The product is: [NH2:2][C:5]1[CH:6]=[CH:7][C:8]([N:11]2[CH2:15][CH2:14][CH2:13][S:12]2(=[O:17])=[O:16])=[CH:9][CH:10]=1. (6) Given the reactants [Na].[N:2]#[C:3][NH2:4].[C:5]1([N:11]=[C:12]=[S:13])[CH:10]=[CH:9][CH:8]=[CH:7][CH:6]=1.Br[CH2:15][C:16]([C:18]1[CH:23]=[CH:22][CH:21]=[C:20]([N+:24]([O-:26])=[O:25])[CH:19]=1)=[O:17], predict the reaction product. The product is: [NH2:2][C:3]1[N:4]=[C:12]([NH:11][C:5]2[CH:10]=[CH:9][CH:8]=[CH:7][CH:6]=2)[S:13][C:15]=1[C:16]([C:18]1[CH:23]=[CH:22][CH:21]=[C:20]([N+:24]([O-:26])=[O:25])[CH:19]=1)=[O:17]. (7) Given the reactants Cl.Cl.[NH2:3][C:4]1[CH:5]=[CH:6][C:7]([N:11]2[CH2:16][CH2:15][CH2:14][C@@H:13]([C:17]([N:19]3[CH2:23][CH2:22][CH2:21][CH2:20]3)=[O:18])[CH2:12]2)=[N:8][C:9]=1[NH2:10].C(N(CC)CC)C.[C:31]1([CH:37]([CH3:40])[CH:38]=O)[CH:36]=[CH:35][CH:34]=[CH:33][CH:32]=1, predict the reaction product. The product is: [C:31]1([CH:37]([C:40]2[NH:10][C:9]3=[N:8][C:7]([N:11]4[CH2:16][CH2:15][CH2:14][C@@H:13]([C:17]([N:19]5[CH2:23][CH2:22][CH2:21][CH2:20]5)=[O:18])[CH2:12]4)=[CH:6][CH:5]=[C:4]3[N:3]=2)[CH3:38])[CH:36]=[CH:35][CH:34]=[CH:33][CH:32]=1. (8) Given the reactants C[O:2][C:3]([C:5]1([C:13]2[CH:18]=[CH:17][C:16]([C:19]#[N:20])=[CH:15][C:14]=2[Cl:21])[N:9]2[CH:10]=[N:11][CH:12]=[C:8]2[CH2:7][CH2:6]1)=[O:4].[Li+].[OH-].Cl, predict the reaction product. The product is: [Cl:21][C:14]1[CH:15]=[C:16]([C:19]#[N:20])[CH:17]=[CH:18][C:13]=1[C:5]1([C:3]([OH:4])=[O:2])[N:9]2[CH:10]=[N:11][CH:12]=[C:8]2[CH2:7][CH2:6]1. (9) Given the reactants C([Si](C)(C)[O:6][C@@H:7]1[CH2:11][O:10][CH2:9][C@@H:8]1[C@:12]([NH2:21])([C:14]1[CH:19]=[CH:18][CH:17]=[CH:16][C:15]=1[F:20])[CH3:13])(C)(C)C.[CH3:24][O:25][C:26]1[CH:33]=[C:32]([O:34][CH3:35])[CH:31]=[CH:30][C:27]=1[CH:28]=O.C(O[BH-](OC(=O)C)OC(=O)C)(=O)C.[Na+].C(O)(=O)C.O.O.O.[F-].C([N+](CCCC)(CCCC)CCCC)CCC, predict the reaction product. The product is: [CH3:24][O:25][C:26]1[CH:33]=[C:32]([O:34][CH3:35])[CH:31]=[CH:30][C:27]=1[CH2:28][NH:21][C@@:12]([C@H:8]1[CH2:9][O:10][CH2:11][C@H:7]1[OH:6])([C:14]1[CH:19]=[CH:18][CH:17]=[CH:16][C:15]=1[F:20])[CH3:13].